Dataset: Full USPTO retrosynthesis dataset with 1.9M reactions from patents (1976-2016). Task: Predict the reactants needed to synthesize the given product. (1) Given the product [C:41]([O:40][C:38](=[O:39])[NH:45][CH2:46][CH2:47][N:25]1[C:26]2[C:22](=[CH:21][C:20]([CH2:19][O:18][Si:1]([C:14]([CH3:17])([CH3:16])[CH3:15])([C:8]3[CH:13]=[CH:12][CH:11]=[CH:10][CH:9]=3)[C:2]3[CH:7]=[CH:6][CH:5]=[CH:4][CH:3]=3)=[C:28]([S:29]([CH3:32])(=[O:30])=[O:31])[CH:27]=2)[CH:23]=[C:24]1[C:33](=[O:37])[CH:34]([CH3:35])[CH3:36])([CH3:44])([CH3:43])[CH3:42], predict the reactants needed to synthesize it. The reactants are: [Si:1]([O:18][CH2:19][C:20]1[CH:21]=[C:22]2[C:26](=[CH:27][C:28]=1[S:29]([CH3:32])(=[O:31])=[O:30])[NH:25][C:24]([C:33](=[O:37])[CH:34]([CH3:36])[CH3:35])=[CH:23]2)([C:14]([CH3:17])([CH3:16])[CH3:15])([C:8]1[CH:13]=[CH:12][CH:11]=[CH:10][CH:9]=1)[C:2]1[CH:7]=[CH:6][CH:5]=[CH:4][CH:3]=1.[C:38]([NH:45][CH2:46][CH2:47]Br)([O:40][C:41]([CH3:44])([CH3:43])[CH3:42])=[O:39].[OH-].[Na+]. (2) Given the product [N+:1]([C:19]1[CH:20]=[N:21][CH:22]=[CH:23][C:18]=1[OH:17])([O-:4])=[O:2], predict the reactants needed to synthesize it. The reactants are: [N+:1]([O-:4])(O)=[O:2].OS(O)(=O)=O.O=S(=O)=O.[N+]([O:17][C:18]1[CH:23]=[CH:22][N:21]=[CH:20][CH:19]=1)([O-])=O. (3) Given the product [Cl:16][CH2:15][CH2:9][O:8][C:1]1[CH:7]=[CH:6][CH:5]=[CH:4][C:2]=1[O:3][CH3:24], predict the reactants needed to synthesize it. The reactants are: [C:1]1([O:8][CH3:9])[C:2](=[CH:4][CH:5]=[CH:6][CH:7]=1)[OH:3].S(C1C=CC(C)=CC=1)(OC[CH2:15][Cl:16])(=O)=O.[C:24](=O)([O-])[O-].[K+].[K+]. (4) Given the product [C:14]1([C:2]2[CH:10]=[CH:9][CH:8]=[C:7]3[C:3]=2[C:4]([CH:12]=[O:13])=[CH:5][N:6]3[CH3:11])[CH:19]=[CH:18][CH:17]=[CH:16][CH:15]=1, predict the reactants needed to synthesize it. The reactants are: Br[C:2]1[CH:10]=[CH:9][CH:8]=[C:7]2[C:3]=1[C:4]([CH:12]=[O:13])=[CH:5][N:6]2[CH3:11].[C:14]1(B(O)O)[CH:19]=[CH:18][CH:17]=[CH:16][CH:15]=1.C([O-])([O-])=O.[Na+].[Na+]. (5) Given the product [CH3:59][CH:57]([CH2:56][CH2:55][CH2:54][C@H:53]([C@@H:52]1[C@:61]2([CH3:69])[C@H:49]([C@H:48]3[C@H:64]([CH2:63][CH2:62]2)[C@:65]2([CH3:68])[C:45]([CH2:44][C@@H:43]([O:42][CH2:41][CH2:40][CH2:39][CH2:38][CH2:37][CH2:36][CH2:35][CH2:34][O:25][C@H:4]([CH2:5][O:6][CH2:7][CH2:8][CH2:9][CH2:10][CH2:11][CH2:12][CH2:13][CH2:14]/[CH:15]=[CH:16]\[CH2:17]/[CH:18]=[CH:19]\[CH2:20][CH2:21][CH2:22][CH2:23][CH3:24])[CH2:3][N:2]([CH3:1])[CH3:26])[CH2:67][CH2:66]2)=[CH:46][CH2:47]3)[CH2:50][CH2:51]1)[CH3:60])[CH3:58], predict the reactants needed to synthesize it. The reactants are: [CH3:1][N:2]([CH3:26])[CH2:3][C@H:4]([OH:25])[CH2:5][O:6][CH2:7][CH2:8][CH2:9][CH2:10][CH2:11][CH2:12][CH2:13][CH2:14]/[CH:15]=[CH:16]\[CH2:17]/[CH:18]=[CH:19]\[CH2:20][CH2:21][CH2:22][CH2:23][CH3:24].[H-].[Na+].CS(O[CH2:34][CH2:35][CH2:36][CH2:37][CH2:38][CH2:39][CH2:40][CH2:41][O:42][C@H:43]1[CH2:67][CH2:66][C@@:65]2([CH3:68])[C:45](=[CH:46][CH2:47][C@@H:48]3[C@@H:64]2[CH2:63][CH2:62][C@@:61]2([CH3:69])[C@H:49]3[CH2:50][CH2:51][C@@H:52]2[C@H:53]([CH3:60])[CH2:54][CH2:55][CH2:56][CH:57]([CH3:59])[CH3:58])[CH2:44]1)(=O)=O. (6) Given the product [Cl:19][C:14]1[CH:15]=[CH:16][CH:17]=[C:18]2[C:13]=1[N:12]=[C:11]([CH3:20])[C:10]([CH3:21])=[C:9]2[NH:8][C:6]1[CH:7]=[C:2]([N:28]2[CH2:33][CH2:32][O:31][CH2:30][CH2:29]2)[CH:3]=[CH:4][C:5]=1[N:22]1[CH2:27][CH2:26][O:25][CH2:24][CH2:23]1, predict the reactants needed to synthesize it. The reactants are: Br[C:2]1[CH:3]=[CH:4][C:5]([N:22]2[CH2:27][CH2:26][O:25][CH2:24][CH2:23]2)=[C:6]([NH:8][C:9]2[C:18]3[C:13](=[C:14]([Cl:19])[CH:15]=[CH:16][CH:17]=3)[N:12]=[C:11]([CH3:20])[C:10]=2[CH3:21])[CH:7]=1.[NH:28]1[CH2:33][CH2:32][O:31][CH2:30][CH2:29]1.CC(C1C=C(C(C)C)C(C2C=CC=CC=2P(C2CCCCC2)C2CCCCC2)=C(C(C)C)C=1)C.C(=O)([O-])[O-].[Cs+].[Cs+].